Dataset: Catalyst prediction with 721,799 reactions and 888 catalyst types from USPTO. Task: Predict which catalyst facilitates the given reaction. (1) Reactant: BrC1C=CC(N2C(C(F)(F)F)=CC(C(N)=O)=N2)=NC=1.[Br:20][C:21]1[CH:22]=[CH:23][C:24]([N:27]2[C:31]([C:32]([F:35])([F:34])[F:33])=[CH:30][C:29]([C:36](O)=O)=[N:28]2)=[N:25][CH:26]=1.C(Cl)(=O)C(Cl)=O.C[N:46]([CH:48]=[O:49])[CH3:47].[OH-:50].[NH4+:51]. Product: [Br:20][C:21]1[CH:22]=[CH:23][C:24]([N:27]2[C:31]([C:32]([F:33])([F:34])[F:35])=[CH:30][C:29]([C:36]3[N:46]([CH3:47])[C:48](=[O:49])[O:50][N:51]=3)=[N:28]2)=[N:25][CH:26]=1. The catalyst class is: 2. (2) Reactant: [CH2:1]([C:3]1[CH:28]=[CH:27][C:6]2[N:7]3[C:24]([C:25]#[N:26])=[CH:23][CH:22]=[C:8]3[C:9]3([CH2:15][CH2:14][N:13]([C:16](=[O:21])[C:17]([F:20])([F:19])[F:18])[CH2:12][CH2:11]3)[O:10][C:5]=2[CH:4]=1)C.[Br:29]N1C(=O)CCC1=O.C(C(N=NC(C)(C)C#N)(C)C)#N. Product: [Br:29][CH2:1][C:3]1[CH:28]=[CH:27][C:6]2[N:7]3[C:24]([C:25]#[N:26])=[CH:23][CH:22]=[C:8]3[C:9]3([CH2:15][CH2:14][N:13]([C:16](=[O:21])[C:17]([F:19])([F:20])[F:18])[CH2:12][CH2:11]3)[O:10][C:5]=2[CH:4]=1. The catalyst class is: 53. (3) Reactant: [F:1][C@@H:2]1[C@@H:7]2[O:8][CH:9]([C:12]3[CH:17]=[CH:16][CH:15]=[CH:14][CH:13]=3)[O:10][CH2:11][C@H:6]2[O:5][CH2:4][C@@H:3]1OS(C(F)(F)F)(=O)=O.[NH2:26][C:27]1[N:35]=[C:34]2[C:30]([NH:31][CH:32]=[N:33]2)=[C:29]([Cl:36])[N:28]=1.[H-].[Na+]. Product: [Cl:36][C:29]1[N:28]=[C:27]([NH2:26])[N:35]=[C:34]2[C:30]=1[N:31]=[CH:32][N:33]2[C@@H:3]1[CH2:4][O:5][C@H:6]2[C@@H:7]([O:8][CH:9]([C:12]3[CH:17]=[CH:16][CH:15]=[CH:14][CH:13]=3)[O:10][CH2:11]2)[C@H:2]1[F:1]. The catalyst class is: 3. (4) Reactant: [Cl:1][C:2]1[CH:3]=[CH:4][C:5]([N:13]2[CH2:18][CH2:17][NH:16][CH2:15][CH2:14]2)=[C:6]2[C:11]=1[N:10]=[C:9]([CH3:12])[CH:8]=[CH:7]2.Cl[CH2:20][CH2:21][C:22]1[CH:23]=[CH:24][C:25]2[O:30][CH2:29][C:28](=[O:31])[N:27]([CH3:32])[C:26]=2[CH:33]=1.[I-].[Na+].C(=O)([O-])[O-].[Na+].[Na+]. Product: [Cl:1][C:2]1[CH:3]=[CH:4][C:5]([N:13]2[CH2:18][CH2:17][N:16]([CH2:20][CH2:21][C:22]3[CH:23]=[CH:24][C:25]4[O:30][CH2:29][C:28](=[O:31])[N:27]([CH3:32])[C:26]=4[CH:33]=3)[CH2:15][CH2:14]2)=[C:6]2[C:11]=1[N:10]=[C:9]([CH3:12])[CH:8]=[CH:7]2. The catalyst class is: 435.